The task is: Predict the product of the given reaction.. This data is from Forward reaction prediction with 1.9M reactions from USPTO patents (1976-2016). (1) Given the reactants [NH2:1][C:2]1[CH:3]=[C:4]([CH:8]=[CH:9][C:10]=1[CH3:11])[C:5]([NH2:7])=[O:6].C(OC1C=CC(C(N)=O)=CC=1N=[C:26]=[S:27])(C)C, predict the reaction product. The product is: [N:1]([C:2]1[CH:3]=[C:4]([CH:8]=[CH:9][C:10]=1[CH3:11])[C:5]([NH2:7])=[O:6])=[C:26]=[S:27]. (2) Given the reactants Br.[CH3:2][C:3]1([CH3:27])[CH2:12][CH2:11][C:10]([CH3:14])([CH3:13])[C:9]2[CH:8]=[C:7]([C:15]3[N:16]=[C:17]([N:20]4[CH2:25][CH2:24][CH:23]([NH2:26])[CH2:22][CH2:21]4)[S:18][CH:19]=3)[CH:6]=[CH:5][C:4]1=2.CC1(C)[O:33][C@@H:32]([CH:34]=O)[CH2:31][O:30]1.Cl.CO.Cl, predict the reaction product. The product is: [CH3:2][C:3]1([CH3:27])[CH2:12][CH2:11][C:10]([CH3:13])([CH3:14])[C:9]2[CH:8]=[C:7]([C:15]3[N:16]=[C:17]([N:20]4[CH2:25][CH2:24][CH:23]([NH:26][CH2:34][C@H:32]([OH:33])[CH2:31][OH:30])[CH2:22][CH2:21]4)[S:18][CH:19]=3)[CH:6]=[CH:5][C:4]1=2. (3) Given the reactants C([N:8]1[CH2:13][CH2:12][C@@H:11]([CH3:14])[C@@H:10]([N:15]2[C:24]3[C:19](=[CH:20][N:21]=[C:22]4[N:27]([CH2:28][O:29][CH2:30][CH2:31][Si:32]([CH3:35])([CH3:34])[CH3:33])[CH:26]=[CH:25][C:23]4=3)[C:18](=[O:36])[CH:17]=[CH:16]2)[CH2:9]1)C1C=CC=CC=1, predict the reaction product. The product is: [CH3:14][C@@H:11]1[CH2:12][CH2:13][NH:8][CH2:9][C@@H:10]1[N:15]1[C:24]2[C:19](=[CH:20][N:21]=[C:22]3[N:27]([CH2:28][O:29][CH2:30][CH2:31][Si:32]([CH3:35])([CH3:34])[CH3:33])[CH:26]=[CH:25][C:23]3=2)[C:18](=[O:36])[CH:17]=[CH:16]1. (4) Given the reactants [CH3:1][O:2][C:3]1[CH:4]=[C:5]([OH:9])[CH:6]=[CH:7][CH:8]=1.[CH3:10][C:11]([CH3:16])=[CH:12][C:13](O)=[O:14], predict the reaction product. The product is: [CH3:1][O:2][C:3]1[CH:4]=[C:5]2[C:6]([C:13](=[O:14])[CH2:12][C:11]([CH3:16])([CH3:10])[O:9]2)=[CH:7][CH:8]=1. (5) Given the reactants O=[C:2]([CH2:6][C:7]1[C:12]([CH3:13])=[CH:11][C:10]([CH3:14])=[CH:9][C:8]=1[CH3:15])[CH2:3][C:4]#[N:5].[NH2:16][NH2:17], predict the reaction product. The product is: [CH3:15][C:8]1[CH:9]=[C:10]([CH3:14])[CH:11]=[C:12]([CH3:13])[C:7]=1[CH2:6][C:2]1[CH:3]=[C:4]([NH2:5])[NH:16][N:17]=1. (6) Given the reactants [CH:1]1([C:4]2[O:8][N:7]=[C:6]([C:9]3[C:14]([Cl:15])=[CH:13][CH:12]=[CH:11][C:10]=3[Cl:16])[C:5]=2[CH2:17][OH:18])[CH2:3][CH2:2]1.O[C:20]1[CH:25]=[CH:24][C:23]([C:26]2[CH:27]=[C:28]3[C:33](=[CH:34][CH:35]=2)[N:32]=[C:31]([C:36]([O:38][CH3:39])=[O:37])[CH:30]=[CH:29]3)=[CH:22][CH:21]=1.C1(P(C2C=CC=CC=2)C2C=CC=CC=2)C=CC=CC=1.N(C(OC(C)C)=O)=NC(OC(C)C)=O, predict the reaction product. The product is: [CH:1]1([C:4]2[O:8][N:7]=[C:6]([C:9]3[C:10]([Cl:16])=[CH:11][CH:12]=[CH:13][C:14]=3[Cl:15])[C:5]=2[CH2:17][O:18][C:20]2[CH:21]=[CH:22][C:23]([C:26]3[CH:27]=[C:28]4[C:33](=[CH:34][CH:35]=3)[N:32]=[C:31]([C:36]([O:38][CH3:39])=[O:37])[CH:30]=[CH:29]4)=[CH:24][CH:25]=2)[CH2:3][CH2:2]1. (7) Given the reactants [Br:1][C:2]1[CH:8]=[CH:7][C:5]([NH2:6])=[CH:4][CH:3]=1.C(N(CC)CC)C.[Cl:16][CH2:17][C:18](Cl)=[O:19], predict the reaction product. The product is: [Br:1][C:2]1[CH:8]=[CH:7][C:5]([NH:6][C:18](=[O:19])[CH2:17][Cl:16])=[CH:4][CH:3]=1. (8) Given the reactants [O:1]=[C:2]1[NH:7][CH:6]=[C:5]([C:8]([O:10][CH3:11])=[O:9])[CH:4]=[C:3]1[C:12]1[CH:17]=[CH:16][CH:15]=[CH:14][N:13]=1.[CH:18]1(I)[CH2:22][CH2:21][CH2:20][CH2:19]1.C(=O)([O-])[O-].[K+].[K+], predict the reaction product. The product is: [CH:18]1([N:7]2[C:2](=[O:1])[C:3]([C:12]3[CH:17]=[CH:16][CH:15]=[CH:14][N:13]=3)=[CH:4][C:5]([C:8]([O:10][CH3:11])=[O:9])=[CH:6]2)[CH2:22][CH2:21][CH2:20][CH2:19]1. (9) Given the reactants [NH2:1][C@H:2]([C:8]([OH:10])=[O:9])[CH2:3][CH2:4][C:5]([OH:7])=[O:6].[F:11][C:12]1[CH:13]=[C:14]2[C:19](=[CH:20][C:21]=1[N:22]1[CH2:27][CH2:26][NH:25][CH2:24][CH2:23]1)[N:18]1[C@@H:28]([CH3:30])[S:29][C:17]1=[C:16]([C:31]([OH:33])=[O:32])[C:15]2=[O:34], predict the reaction product. The product is: [NH2:1][C@H:2]([C:8]([OH:10])=[O:9])[CH2:3][CH2:4][C:5]([OH:7])=[O:6].[F:11][C:12]1[CH:13]=[C:14]2[C:19](=[CH:20][C:21]=1[N:22]1[CH2:27][CH2:26][NH:25][CH2:24][CH2:23]1)[N:18]1[C@@H:28]([CH3:30])[S:29][C:17]1=[C:16]([C:31]([OH:33])=[O:32])[C:15]2=[O:34]. (10) The product is: [C:1]([O:5][C:6](=[O:29])[NH:7][C:8]1[CH:13]=[CH:12][C:11](/[CH:14]=[CH:15]/[C:17]2[C:22]([O:23][CH3:24])=[CH:21][CH:20]=[CH:19][C:18]=2[Cl:25])=[C:10]([N+:26]([O-:28])=[O:27])[CH:9]=1)([CH3:4])([CH3:2])[CH3:3]. Given the reactants [C:1]([O:5][C:6](=[O:29])[NH:7][C:8]1[CH:13]=[CH:12][C:11]([CH2:14][CH:15]([C:17]2[C:22]([O:23][CH3:24])=[CH:21][CH:20]=[CH:19][C:18]=2[Cl:25])O)=[C:10]([N+:26]([O-:28])=[O:27])[CH:9]=1)([CH3:4])([CH3:3])[CH3:2].FC(F)(F)C(OC(=O)C(F)(F)F)=O.O, predict the reaction product.